Dataset: CYP1A2 inhibition data for predicting drug metabolism from PubChem BioAssay. Task: Regression/Classification. Given a drug SMILES string, predict its absorption, distribution, metabolism, or excretion properties. Task type varies by dataset: regression for continuous measurements (e.g., permeability, clearance, half-life) or binary classification for categorical outcomes (e.g., BBB penetration, CYP inhibition). Dataset: cyp1a2_veith. (1) The result is 1 (inhibitor). The drug is O=c1c(-c2cccc(F)c2)nc2cncnc2n1Cc1ccccc1Cl. (2) The molecule is CC(C)SC(=N)N. The result is 0 (non-inhibitor). (3) The compound is COC(=O)C/C=C\[C@@H](C)[C@@H](/C=N\O[C@@H](C)CN1CCCc2nc(C)c(C)cc21)NS(=O)(=O)c1ccc(C)cc1. The result is 0 (non-inhibitor). (4) The drug is COc1ccc(CC(=O)NC(=S)Nc2ccc(S(=O)(=O)NC(C)(C)C)cc2)cc1. The result is 0 (non-inhibitor). (5) The drug is O=C1CCC(c2ccccc2)(c2ccccc2)CC1. The result is 0 (non-inhibitor). (6) The result is 0 (non-inhibitor). The drug is COc1ccccc1NC(=O)N1CCC(c2nnc(SCC(N)=O)n2C)CC1. (7) The drug is CC(=O)c1cc(C#N)c(Oc2ccc(F)cc2)nc1C. The result is 1 (inhibitor). (8) The drug is COc1ccc2c(c1)C(=O)N(CCc1ccc(S(=O)(=O)NC(=O)NC3CCCCC3)cc1)C(=O)C2(C)C. The result is 0 (non-inhibitor).